This data is from Peptide-MHC class I binding affinity with 185,985 pairs from IEDB/IMGT. The task is: Regression. Given a peptide amino acid sequence and an MHC pseudo amino acid sequence, predict their binding affinity value. This is MHC class I binding data. (1) The peptide sequence is TPEGIIPTL. The MHC is HLA-A31:01 with pseudo-sequence HLA-A31:01. The binding affinity (normalized) is 0. (2) The peptide sequence is ATVKGMQSY. The MHC is HLA-A11:01 with pseudo-sequence HLA-A11:01. The binding affinity (normalized) is 0.613. (3) The peptide sequence is NTISGNIYSA. The MHC is HLA-A02:01 with pseudo-sequence HLA-A02:01. The binding affinity (normalized) is 0.403. (4) The peptide sequence is SVFALLPPQ. The MHC is HLA-B18:01 with pseudo-sequence HLA-B18:01. The binding affinity (normalized) is 0.0847. (5) The peptide sequence is EILKINSVKY. The MHC is HLA-A11:01 with pseudo-sequence HLA-A11:01. The binding affinity (normalized) is 0.192. (6) The peptide sequence is LAARLKRSA. The MHC is HLA-A02:06 with pseudo-sequence HLA-A02:06. The binding affinity (normalized) is 0. (7) The binding affinity (normalized) is 0.434. The peptide sequence is LACTDPSERV. The MHC is HLA-A02:02 with pseudo-sequence HLA-A02:02.